From a dataset of Catalyst prediction with 721,799 reactions and 888 catalyst types from USPTO. Predict which catalyst facilitates the given reaction. (1) Reactant: [NH:1]1[C:9]2[C:4](=[CH:5][CH:6]=[CH:7][CH:8]=2)[CH2:3][C:2]1=[O:10].[Li+].C[Si]([N-][Si](C)(C)C)(C)C.C1COCC1.[Cl:26][CH2:27][CH2:28][NH:29][C:30]1[CH:31]=[C:32]2[C:36](=[CH:37][CH:38]=1)[C:35](=O)[O:34][CH2:33]2.Cl.[OH-].[Na+]. Product: [Cl:26][CH2:27][CH2:28][NH:29][C:30]1[CH:31]=[C:32]2[C:36](=[CH:37][CH:38]=1)[C:35](=[C:3]1[C:4]3[C:9](=[CH:8][CH:7]=[CH:6][CH:5]=3)[NH:1][C:2]1=[O:10])[O:34][CH2:33]2. The catalyst class is: 216. (2) Reactant: [Br:1][C:2]1[C:9]([CH3:10])=[CH:8][C:5](C#N)=[CH:4][C:3]=1[CH3:11].[N-:12]=[N+:13]=[N-:14].[Na+].[Cl-].[NH4+].[CH3:18][N:19](C)C=O. Product: [Br:1][C:2]1[C:3]([CH3:11])=[CH:4][C:5]([N:13]2[N:14]=[CH:18][NH:19][NH:12]2)=[CH:8][C:9]=1[CH3:10]. The catalyst class is: 6. (3) Reactant: [CH3:1][CH:2]([CH3:39])[C:3]([O:5][C@H:6]([O:10][C:11]([O:13]N1C(=O)[C@@H](OC(=O)C2C=CC=CC=2)[C@H](OC(=O)C2C=CC=CC=2)C1=O)=O)[CH:7]([CH3:9])[CH3:8])=[O:4].[NH2:40][CH2:41][CH2:42][CH2:43][P:44]([OH:46])[OH:45].C1COCC1. Product: [C:3]([O:5][C@H:6]([O:10][C:11]([NH:40][CH2:41][CH2:42][CH2:43][P:44]([OH:46])[OH:45])=[O:13])[CH:7]([CH3:8])[CH3:9])(=[O:4])[CH:2]([CH3:1])[CH3:39]. The catalyst class is: 6.